This data is from Reaction yield outcomes from USPTO patents with 853,638 reactions. The task is: Predict the reaction yield, written as a fraction of the theoretical maximum amount of product (1.0 means a 100% yield; for example, 0.34 means a 34% yield). (1) The reactants are F[C:2]1[CH:7]=[C:6]([C:8]2[C:9]([C:22]3[CH:27]=[CH:26][CH:25]=[C:24]([N+:28]([O-:30])=[O:29])[CH:23]=3)=[N:10][N:11]([CH2:13][C:14]3[CH:19]=[CH:18][C:17]([O:20][CH3:21])=[CH:16][CH:15]=3)[CH:12]=2)[CH:5]=[CH:4][N:3]=1.[CH3:31][NH2:32]. The catalyst is O.O1CCOCC1. The product is [CH3:21][O:20][C:17]1[CH:18]=[CH:19][C:14]([CH2:13][N:11]2[CH:12]=[C:8]([C:6]3[CH:5]=[CH:4][N:3]=[C:2]([NH:32][CH3:31])[CH:7]=3)[C:9]([C:22]3[CH:27]=[CH:26][CH:25]=[C:24]([N+:28]([O-:30])=[O:29])[CH:23]=3)=[N:10]2)=[CH:15][CH:16]=1. The yield is 0.580. (2) The reactants are [Br:1][C:2]1[CH:7]=[CH:6][N:5]=[C:4]([C:8](=O)[CH2:9][CH2:10][CH:11]=O)[CH:3]=1.C(O)(=O)C.[BH-](OC(C)=O)(OC(C)=O)OC(C)=O.[Na+].[CH3:32][O:33][C:34]1[CH:39]=[CH:38][C:37]([C@H:40]([NH2:42])[CH3:41])=[CH:36][CH:35]=1. The catalyst is C(Cl)Cl. The product is [Br:1][C:2]1[CH:7]=[CH:6][N:5]=[C:4]([C@@H:8]2[CH2:9][CH2:10][CH2:11][N:42]2[C@H:40]([C:37]2[CH:38]=[CH:39][C:34]([O:33][CH3:32])=[CH:35][CH:36]=2)[CH3:41])[CH:3]=1. The yield is 0.360. (3) The reactants are [C:1]([C:4]1[CH:13]=[CH:12][C:11]([O:14][CH2:15][C:16]2[CH:21]=[CH:20][C:19]([O:22][CH3:23])=[CH:18][CH:17]=2)=[C:10]2[C:5]=1[CH:6]=[CH:7][C:8](=[O:24])[NH:9]2)(=[O:3])[CH3:2].[Se](=O)=[O:26].[OH2:28]. The catalyst is O1CCOCC1. The product is [OH:28][CH:2]([OH:26])[C:1]([C:4]1[CH:13]=[CH:12][C:11]([O:14][CH2:15][C:16]2[CH:17]=[CH:18][C:19]([O:22][CH3:23])=[CH:20][CH:21]=2)=[C:10]2[C:5]=1[CH:6]=[CH:7][C:8](=[O:24])[NH:9]2)=[O:3]. The yield is 0.730. (4) The catalyst is CO. The yield is 0.650. The reactants are [CH3:1][N:2]([CH3:16])[C:3]1[CH:8]=[CH:7][C:6]([NH:9]C(=O)C)=[C:5]([N+:13]([O-:15])=[O:14])[CH:4]=1.O.[OH-].[K+]. The product is [NH2:9][C:6]1[CH:7]=[CH:8][C:3]([N:2]([CH3:16])[CH3:1])=[CH:4][C:5]=1[N+:13]([O-:15])=[O:14]. (5) The reactants are [CH3:1][O:2][C:3]([C:5]1[O:6][CH:7]=[CH:8][C:9]=1[NH:10]C(=O)OC(C)(C)C)=[O:4].FC(F)(F)C(O)=O. The catalyst is ClCCl. The product is [NH2:10][C:9]1[CH:8]=[CH:7][O:6][C:5]=1[C:3]([O:2][CH3:1])=[O:4]. The yield is 0.860. (6) The reactants are I[CH2:2][C@@H:3]([CH3:17])[CH2:4][N:5]1[C:10]2[CH:11]=[C:12]([CH3:15])[CH:13]=[CH:14][C:9]=2[O:8][CH2:7][C:6]1=[O:16].CCN(CC)CC.[CH2:25]([CH:29]1[CH2:35][CH:34]2[NH:36][CH:31]([CH2:32][CH2:33]2)[CH2:30]1)[CH2:26][CH2:27][CH3:28]. The catalyst is C(Cl)Cl.CC(O)C. The product is [CH2:25]([CH:29]1[CH2:30][CH:31]2[N:36]([CH2:2][C@@H:3]([CH3:17])[CH2:4][N:5]3[C:10]4[CH:11]=[C:12]([CH3:15])[CH:13]=[CH:14][C:9]=4[O:8][CH2:7][C:6]3=[O:16])[CH:34]([CH2:33][CH2:32]2)[CH2:35]1)[CH2:26][CH2:27][CH3:28]. The yield is 0.620. (7) The reactants are Br[CH2:2][C:3]([OH:5])=[O:4].[N+:6]([C:9]1[CH:10]=[N:11][NH:12][CH:13]=1)([O-:8])=[O:7].C(=O)([O-])[O-].[K+].[K+]. The catalyst is O1CCCC1. The product is [N+:6]([C:9]1[CH:10]=[N:11][N:12]([CH2:2][C:3]([OH:5])=[O:4])[CH:13]=1)([O-:8])=[O:7]. The yield is 0.780. (8) The reactants are [CH3:1][N:2]([CH3:6])[CH2:3][CH2:4][OH:5].[H-].[Na+].[Cl:9][C:10]1[CH:35]=[CH:34][CH:33]=[CH:32][C:11]=1[C:12]([NH:14][C:15](=[O:31])[NH:16][C:17]1[S:18][C:19]2[CH:25]=[C:24]([S:26]([CH:29]=[CH2:30])(=[O:28])=[O:27])[CH:23]=[CH:22][C:20]=2[N:21]=1)=[O:13]. The catalyst is C1COCC1. The product is [Cl:9][C:10]1[CH:35]=[CH:34][CH:33]=[CH:32][C:11]=1[C:12]([NH:14][C:15](=[O:31])[NH:16][C:17]1[S:18][C:19]2[CH:25]=[C:24]([S:26]([CH2:29][CH2:30][O:5][CH2:4][CH2:3][N:2]([CH3:6])[CH3:1])(=[O:28])=[O:27])[CH:23]=[CH:22][C:20]=2[N:21]=1)=[O:13]. The yield is 0.290. (9) The reactants are C([NH:5][S:6]([C:9]1[S:10][C:11]([C:14]2[CH:19]=[C:18]([C:20]3[N:25]=[C:24]([C:26]([F:29])([F:28])[F:27])[CH:23]=[C:22]([C:30]4[CH:35]=[CH:34][C:33]([C:36]([F:39])([F:38])[F:37])=[CH:32][CH:31]=4)[N:21]=3)[CH:17]=[CH:16][N:15]=2)=[CH:12][CH:13]=1)(=[O:8])=[O:7])(C)(C)C.C(O)(C(F)(F)F)=O. The catalyst is ClCCl. The product is [F:29][C:26]([F:27])([F:28])[C:24]1[CH:23]=[C:22]([C:30]2[CH:35]=[CH:34][C:33]([C:36]([F:39])([F:38])[F:37])=[CH:32][CH:31]=2)[N:21]=[C:20]([C:18]2[CH:17]=[CH:16][N:15]=[C:14]([C:11]3[S:10][C:9]([S:6]([NH2:5])(=[O:8])=[O:7])=[CH:13][CH:12]=3)[CH:19]=2)[N:25]=1. The yield is 0.670. (10) The reactants are Cl[C:2]1[C:11]([CH:12]=[O:13])=[CH:10][C:9]2[C:4](=[CH:5][CH:6]=[C:7]([O:14][CH3:15])[CH:8]=2)[N:3]=1.[NH2:16][CH2:17][CH2:18][NH:19][C:20](=[O:22])[CH3:21]. The catalyst is C1COCC1. The product is [CH:12]([C:11]1[C:2]([NH:16][CH2:17][CH2:18][NH:19][C:20](=[O:22])[CH3:21])=[N:3][C:4]2[C:9]([CH:10]=1)=[CH:8][C:7]([O:14][CH3:15])=[CH:6][CH:5]=2)=[O:13]. The yield is 0.230.